From a dataset of Catalyst prediction with 721,799 reactions and 888 catalyst types from USPTO. Predict which catalyst facilitates the given reaction. Reactant: CS(O)(=O)=O.[NH2:6][C:7]1[CH:16]=[C:15]2[C:10]([CH:11]=[C:12]([C:20]3[C:21]([Cl:37])=[CH:22][C:23]([F:36])=[C:24]([NH:26][C:27]([NH:29][C:30]4[CH:35]=[CH:34][CH:33]=[CH:32][CH:31]=4)=[O:28])[CH:25]=3)[C:13](=[O:19])[N:14]2[CH2:17][CH3:18])=[CH:9][N:8]=1.[C:38]([CH2:40][C:41](OCC)=[O:42])#[N:39]. Product: [Cl:37][C:21]1[CH:22]=[C:23]([F:36])[C:24]([NH:26][C:27]([NH:29][C:30]2[CH:31]=[CH:32][CH:33]=[CH:34][CH:35]=2)=[O:28])=[CH:25][C:20]=1[C:12]1[C:13](=[O:19])[N:14]([CH2:17][CH3:18])[C:15]2[C:10]([CH:11]=1)=[CH:9][N:8]=[C:7]([NH:6][C:41](=[O:42])[CH2:40][C:38]#[N:39])[CH:16]=2. The catalyst class is: 37.